Dataset: Forward reaction prediction with 1.9M reactions from USPTO patents (1976-2016). Task: Predict the product of the given reaction. (1) Given the reactants C([O:8][C:9]1[C:14]([CH:15]=[CH:16][C:17]2[CH:22]=[CH:21][C:20]([N+:23]([O-])=O)=[CH:19][CH:18]=2)=[CH:13][C:12]([C:26]([CH3:29])([CH3:28])[CH3:27])=[CH:11][C:10]=1[C:30]1[C:31]([O:36][CH3:37])=[N:32][CH:33]=[CH:34][CH:35]=1)C1C=CC=CC=1, predict the reaction product. The product is: [NH2:23][C:20]1[CH:21]=[CH:22][C:17]([CH2:16][CH2:15][C:14]2[CH:13]=[C:12]([C:26]([CH3:29])([CH3:27])[CH3:28])[CH:11]=[C:10]([C:30]3[C:31]([O:36][CH3:37])=[N:32][CH:33]=[CH:34][CH:35]=3)[C:9]=2[OH:8])=[CH:18][CH:19]=1. (2) Given the reactants [CH3:1][C@H:2]1[NH:7][C@@H:6]([CH3:8])[CH2:5][N:4]([CH2:9][C:10]2[CH:15]=[CH:14][C:13]([C:16]([OH:25])([C:21]([F:24])([F:23])[F:22])[C:17]([F:20])([F:19])[F:18])=[CH:12][CH:11]=2)[CH2:3]1.[CH:26]1([CH2:29][NH:30][C:31](=[O:42])[NH:32][C:33]2[CH:41]=[CH:40][C:36]([C:37](O)=[O:38])=[CH:35][CH:34]=2)[CH2:28][CH2:27]1.C(N(CC)CC)C.CCCP1(OP(CCC)(=O)OP(CCC)(=O)O1)=O, predict the reaction product. The product is: [CH:26]1([CH2:29][NH:30][C:31]([NH:32][C:33]2[CH:34]=[CH:35][C:36]([C:37]([N:7]3[C@H:6]([CH3:8])[CH2:5][N:4]([CH2:9][C:10]4[CH:11]=[CH:12][C:13]([C:16]([OH:25])([C:21]([F:24])([F:23])[F:22])[C:17]([F:18])([F:19])[F:20])=[CH:14][CH:15]=4)[CH2:3][C@@H:2]3[CH3:1])=[O:38])=[CH:40][CH:41]=2)=[O:42])[CH2:28][CH2:27]1. (3) Given the reactants [CH2:1]([N:3]1[CH2:8][CH2:7][CH2:6][CH2:5][C@H:4]1[C:9](O)=[O:10])[CH3:2].COC1C=C(OC)N=C(N2CCNCC2CC2C=CC=CC=2)N=1, predict the reaction product. The product is: [CH2:1]([N:3]1[CH2:8][CH2:7][CH2:6][CH2:5][C@H:4]1[CH:9]=[O:10])[CH3:2]. (4) Given the reactants ClC1C=C(C=CC=1)C(OO)=[O:6].[Cl:12][C:13]1[N:14]=[C:15]([N:22]2[C:30]3[C:25](=[CH:26][CH:27]=[C:28]([O:31][CH2:32][C:33]([OH:35])=[O:34])[CH:29]=3)[CH2:24][CH2:23]2)[C:16]2[CH2:21][S:20][CH2:19][C:17]=2[N:18]=1, predict the reaction product. The product is: [Cl:12][C:13]1[N:14]=[C:15]([N:22]2[C:30]3[C:25](=[CH:26][CH:27]=[C:28]([O:31][CH2:32][C:33]([OH:35])=[O:34])[CH:29]=3)[CH2:24][CH2:23]2)[C:16]2[CH2:21][S:20](=[O:6])[CH2:19][C:17]=2[N:18]=1. (5) Given the reactants Cl[C:2]1[N:7]2[N:8]=[C:9]([C:20]3[CH:25]=[CH:24][N:23]=[C:22](S(C)=O)[N:21]=3)[C:10]([C:11]3[CH:16]=[CH:15][N:14]=[C:13](S(C)=O)[N:12]=3)=[C:6]2[CH:5]=[CH:4][CH:3]=1.[CH2:29]([NH2:36])[C:30]1[CH:35]=[CH:34][CH:33]=[CH:32][CH:31]=1, predict the reaction product. The product is: [CH2:29]([NH:36][C:2]1[N:7]2[N:8]=[C:9]([C:20]3[CH:25]=[CH:24][N:23]=[C:22]([NH:36][CH2:29][C:30]4[CH:35]=[CH:34][CH:33]=[CH:32][CH:31]=4)[N:21]=3)[C:10]([C:11]3[CH:16]=[CH:15][N:14]=[C:13]([NH:36][CH2:29][C:30]4[CH:35]=[CH:34][CH:33]=[CH:32][CH:31]=4)[N:12]=3)=[C:6]2[CH:5]=[CH:4][CH:3]=1)[C:30]1[CH:35]=[CH:34][CH:33]=[CH:32][CH:31]=1.